This data is from Forward reaction prediction with 1.9M reactions from USPTO patents (1976-2016). The task is: Predict the product of the given reaction. (1) Given the reactants [CH3:1][O:2][CH:3]([O:6][CH3:7])[CH2:4][NH2:5].Cl[CH2:9][CH2:10][CH2:11][CH2:12][C:13](Cl)=[O:14].[H-].[Na+], predict the reaction product. The product is: [CH3:1][O:2][CH:3]([O:6][CH3:7])[CH2:4][N:5]1[CH2:9][CH2:10][CH2:11][CH2:12][C:13]1=[O:14]. (2) Given the reactants [H-].[Na+].Cl.[NH2:4][C:5]([NH2:7])=[NH:6].C([O:12][C:13](=[O:37])[CH:14]([CH2:30][C:31]1[CH:36]=[CH:35][CH:34]=[CH:33][CH:32]=1)[NH:15][C:16]([C:18]1[CH:27]=[C:26]2[C:21]([C:22]([Cl:29])=[CH:23][N:24]=[C:25]2Cl)=[CH:20][CH:19]=1)=[O:17])(C)(C)C.O, predict the reaction product. The product is: [CH2:16]([O:12][C:13](=[O:37])[CH:14]([CH2:30][C:31]1[CH:32]=[CH:33][CH:34]=[CH:35][CH:36]=1)[NH:15][C:16]([C:18]1[CH:27]=[C:26]2[C:21]([C:22]([Cl:29])=[CH:23][N:24]=[C:25]2[NH:6][C:5]([NH2:7])=[NH:4])=[CH:20][CH:19]=1)=[O:17])[CH:18]([CH3:27])[CH3:19]. (3) Given the reactants [F:1][C:2]1[CH:3]=[C:4]([C@H:8]2[CH2:12][CH2:11][CH2:10][N:9]2[C:13]2[CH:18]=[CH:17][N:16]3[N:19]=[CH:20][C:21]([C:22]([OH:24])=O)=[C:15]3[N:14]=2)[CH:5]=[CH:6][CH:7]=1.S(Cl)(Cl)=O.Cl.C[NH:31][OH:32].[CH:33](N(C(C)C)CC)(C)C, predict the reaction product. The product is: [F:1][C:2]1[CH:3]=[C:4]([C@H:8]2[CH2:12][CH2:11][CH2:10][N:9]2[C:13]2[CH:18]=[CH:17][N:16]3[N:19]=[CH:20][C:21]([C:22]([NH:31][O:32][CH3:33])=[O:24])=[C:15]3[N:14]=2)[CH:5]=[CH:6][CH:7]=1.